From a dataset of Full USPTO retrosynthesis dataset with 1.9M reactions from patents (1976-2016). Predict the reactants needed to synthesize the given product. (1) Given the product [O:2]1[C:6]2[CH:7]=[CH:8][CH:9]=[C:10]([CH:11]3[CH2:16][CH2:15][N:14]([CH2:17][CH2:18][C@H:19]4[CH2:20][CH2:21][C@H:22]([NH:25][C:32]([CH:29]5[CH2:30][CH2:31][S:27](=[O:35])(=[O:26])[CH2:28]5)=[O:33])[CH2:23][CH2:24]4)[CH2:13][CH2:12]3)[C:5]=2[O:4][CH2:3]1, predict the reactants needed to synthesize it. The reactants are: Cl.[O:2]1[C:6]2[CH:7]=[CH:8][CH:9]=[C:10]([CH:11]3[CH2:16][CH2:15][N:14]([CH2:17][CH2:18][C@H:19]4[CH2:24][CH2:23][C@H:22]([NH2:25])[CH2:21][CH2:20]4)[CH2:13][CH2:12]3)[C:5]=2[O:4][CH2:3]1.[O:26]=[S:27]1(=[O:35])[CH2:31][CH2:30][CH:29]([C:32](O)=[O:33])[CH2:28]1. (2) Given the product [CH3:11][S:8]([C:5]1[CH:6]=[CH:7][C:2]([SH:13])=[CH:3][CH:4]=1)(=[O:10])=[O:9], predict the reactants needed to synthesize it. The reactants are: F[C:2]1[CH:7]=[CH:6][C:5]([S:8]([CH3:11])(=[O:10])=[O:9])=[CH:4][CH:3]=1.O.[SH-:13].[Na+]. (3) The reactants are: I[C:2]1[CH:7]=[CH:6][CH:5]=[CH:4][N:3]=1.[CH2:8]([C:12]1[O:13][C:14]2[CH:20]=[CH:19][C:18]([C:21]#[N:22])=[CH:17][C:15]=2[N:16]=1)[CH2:9][C:10]#[CH:11]. Given the product [N:3]1[CH:4]=[CH:5][CH:6]=[CH:7][C:2]=1[C:11]#[C:10][CH2:9][CH2:8][C:12]1[O:13][C:14]2[CH:20]=[CH:19][C:18]([C:21]#[N:22])=[CH:17][C:15]=2[N:16]=1, predict the reactants needed to synthesize it. (4) Given the product [C:10]([N:13]1[C:20]2[CH:21]=[CH:22][CH:23]=[CH:24][C:19]=2[CH:18]=[CH:17][C:16]2[N:25]=[CH:26][CH:27]=[CH:28][C:15]=2[CH2:14]1)(=[O:12])[CH3:11], predict the reactants needed to synthesize it. The reactants are: BrCC1C(Cl)=NC=CC=1.[C:10]([N:13]1[C:20]2[CH:21]=[CH:22][CH:23]=[CH:24][C:19]=2[CH:18]=[CH:17][C:16]2[N:25]=[C:26](Cl)[C:27](F)=[CH:28][C:15]=2[CH2:14]1)(=[O:12])[CH3:11]. (5) Given the product [Cl:1][C:2]1[C:3]([N:14]2[CH2:19][CH2:18][NH:17][CH2:16][CH2:15]2)=[N:4][CH:5]=[C:6]([CH:12]=1)[C:7]([O:9][CH2:10][CH3:11])=[O:8], predict the reactants needed to synthesize it. The reactants are: [Cl:1][C:2]1[C:3](Cl)=[N:4][CH:5]=[C:6]([CH:12]=1)[C:7]([O:9][CH2:10][CH3:11])=[O:8].[NH:14]1[CH2:19][CH2:18][NH:17][CH2:16][CH2:15]1.C(N(CC)CC)C. (6) Given the product [CH2:23]([O:22][C:20]([C:19]1[C:14]([C:9]2[CH:10]=[CH:11][CH:12]=[CH:13][C:8]=2[F:7])=[N:15][C:16]([N:1]2[CH2:6][CH2:5][O:4][CH2:3][CH2:2]2)=[N:17][C:18]=1[CH3:25])=[O:21])[CH3:24], predict the reactants needed to synthesize it. The reactants are: [NH:1]1[CH2:6][CH2:5][O:4][CH2:3][CH2:2]1.[F:7][C:8]1[CH:13]=[CH:12][CH:11]=[CH:10][C:9]=1[C:14]1[C:19]([C:20]([O:22][CH2:23][CH3:24])=[O:21])=[C:18]([CH3:25])[NH:17][C:16](=O)[N:15]=1.C1CN([P+](Br)(N2CCCC2)N2CCCC2)CC1.F[P-](F)(F)(F)(F)F.C(N(CC)CC)C. (7) Given the product [Cl:20][C:17]1[CH:16]=[CH:15][C:14]([CH:10]([CH:11]2[CH2:12][CH2:13]2)[NH2:9])=[CH:19][CH:18]=1, predict the reactants needed to synthesize it. The reactants are: O1CCCC1.B.CO[N:9]=[C:10]([C:14]1[CH:19]=[CH:18][C:17]([Cl:20])=[CH:16][CH:15]=1)[CH:11]1[CH2:13][CH2:12]1.O.[OH-].[Na+].